This data is from Retrosynthesis with 50K atom-mapped reactions and 10 reaction types from USPTO. The task is: Predict the reactants needed to synthesize the given product. (1) Given the product CC(C)(C)OC(=O)N1CCN(C(=O)CCc2ccccc2Oc2ccccc2CCC(=O)O)[C@H](Cc2ccccc2)C1, predict the reactants needed to synthesize it. The reactants are: COC(=O)CCc1ccccc1Oc1ccccc1CCC(=O)N1CCN(C(=O)OC(C)(C)C)C[C@H]1Cc1ccccc1. (2) Given the product CCCc1ncn(-c2ccc(OC(C)C)cc2)c(=O)c1Cc1ccc(-c2ccccc2C#N)cc1, predict the reactants needed to synthesize it. The reactants are: CC(C)Oc1ccc(B(O)O)cc1.CCCc1nc[nH]c(=O)c1Cc1ccc(-c2ccccc2C#N)cc1. (3) Given the product Cc1onc(-c2ccccn2)c1CCc1ncc(C(=O)O)s1, predict the reactants needed to synthesize it. The reactants are: COC(=O)c1cnc(CCc2c(-c3ccccn3)noc2C)s1. (4) Given the product CCOC(=O)Oc1ccccc1C(=O)O, predict the reactants needed to synthesize it. The reactants are: CCOC(=O)Cl.O=C(O)c1ccccc1O. (5) Given the product CS(=O)(=O)c1ccccc1-c1cc2cccc(F)c2nc1CN=[N+]=[N-], predict the reactants needed to synthesize it. The reactants are: CS(=O)(=O)OCc1nc2c(F)cccc2cc1-c1ccccc1S(C)(=O)=O.[N-]=[N+]=[N-].